Dataset: Experimentally validated miRNA-target interactions with 360,000+ pairs, plus equal number of negative samples. Task: Binary Classification. Given a miRNA mature sequence and a target amino acid sequence, predict their likelihood of interaction. (1) The miRNA is hsa-miR-325 with sequence CCUAGUAGGUGUCCAGUAAGUGU. The protein sequence of the target gene is MLPAGEIGASPAAPCCSESGDERKNLEEKSDINVTVLIGSKQVSEGTDNGDLPSYVSAFIEKEVGNDLKSLKKLDKLIEQRTVSKMQLEEQVLTISSEIPKRIRSALKNAEESKQFLNQFLEQETHLFSAINSHLLTAQPWMDDLGTMISQIEEIERHLAYLKWISQIEELSDNIQQYLMTNNVPEAASTLVSMAELDIKLQESSCTHLLGFMRATVKFWHKILKDKLTSDFEEILAQLHWPFIAPPQSQTVGLSRPASAPEIYSYLETLFCQLLKLQTSDELLTEPKQLPEKYSLPASP.... Result: 0 (no interaction). (2) The miRNA is cel-miR-250-3p with sequence AAUCACAGUCAACUGUUGGC. The protein sequence of the target gene is MEHVTEGAWESLQVPLHPRVLGALRELGFPHMTPVQSATIPLFMKNKDVAAEAVTGSGKTLAFVIPILEILLRREEKLKKNQVGAIVITPTRELAIQIDEVLSHFTKHFPQFSQILWIGGRNPGEDVERFKQHGGNIIVATPGRLEDMFRRKAEGLDLASCVKSLDVLVLDEADRLLDMGFEASINTILEFLPKQRRTGLFSATQTQEVENLVRAGLRNPVRISVKEKGVAASSTQKTPSRLENHYMICKADEKFNQLVHFLRSRQQEKHLVFFSTCACVEYYGKALEALLKKVKILCIH.... Result: 0 (no interaction). (3) The miRNA is mmu-miR-875-5p with sequence UAUACCUCAGUUUUAUCAGGUG. The protein sequence of the target gene is MGIRGLMSFVEDHSNEFFTDLKLRDTKIVIDGYALFHRLCFSSNLDLRYGGDYDSFADVVQKFFESLFACNICPYVVLDGGCDISDKKLTTLKDRAREKIQMAHSLSVGGSGYVCPLLIREVFIQVLIKLRVCFVQCFSEADRDIMTLANHWNCPVLSSDSDFCIFDLKTGFCPLNSFQWRNMNTIKGTQNYIPAKCFSLDAFCHHFSNMNKALLPLFAVLCGNDHVNLPIMETFLSKARLPLGATSSKGRRHHRILGLLNWLSHFANPTEALDNVLKYLPKKDRENVKELLCCSMEEYQ.... Result: 0 (no interaction). (4) The miRNA is hsa-miR-6780b-3p with sequence UCCCUUGUCUCCUUUCCCUAG. The protein sequence of the target gene is MAFRRTEGMSMIQALAMTVAEIPVFLYTTFGQSAFSQLRLTPGLRKVLFATALGTVALALAAHQLKRRRRKKKQVGPEMGGEQLGTVPMPILMARKVPSVKKGCSSRRVQSPSSKSNDTLSGISSIEPSKHSGSSHSLASMVVVNSSSPTAACSGSWEARGMEESVPTTDGSAESLYVQGMELFEEALQKWEQALSVGQRGDGGSTPTPGDSLQNPDTASEALSEPESQRREFAEKLESLLHRAYHLQEEFGSTFPSDSMLLDLERTLMLPLTEGSLRLRADDEDSLTSEDSFFSATEIF.... Result: 0 (no interaction). (5) The miRNA is hsa-miR-6781-5p with sequence CGGGCCGGAGGUCAAGGGCGU. The protein sequence of the target gene is MFRRILQRTPGRVGSQGSDLDSSATPINTVDVNNESSSEGFICPQCMKSLGSADELFKHYQAVHDAGNDSGHGGEAGLALTRDDITLLRQEVQDLQASLKEEKWYSEELKKELEKYQGLQQQEAKSDGLVTDSSAELQALEQQLEEAQTENFNIKQMKDLFEQKAAQLATEIADIKSKYDEEKSLRAAAEQKVTHLTEDLNKQTTVIQDLKTELLQRPGIEDVAVLKKELVQVQTLMDNMTLERERESEKLKDECKKLQSEHAHLEATINQLRSELAKGPQEVAVYVQEIQKLKGSINEL.... Result: 0 (no interaction). (6) The miRNA is hsa-miR-3529-3p with sequence AACAACAAAAUCACUAGUCUUCCA. The protein sequence of the target gene is MIKTQESLTLEDVAVEFSWEEWQLLDTAQKNLYRDVMVENYNHLVSLGYQTSKPDVLSKLAHGQEPWTTDAKIQNKNCPGIGKVDSHLQEHSPNQRLLKSVQQCNGQNTLRNIVHLSKTHFPIVQNHDTFDLYRKNLKSSLSLINQKRRHGINNPVEFIGGEKTLLHGKHERTHTKTRFSENAKCIHTKFQVFKHQRTQKIEKPHACIECEQTFLRKSQLIYHENICIQENPGSGQCEKLSRSVLFTKHLKTNTTDKICIPNEYRKGSTVKSSLITHQQTHTEEKSYMCSECGKGFTMKR.... Result: 1 (interaction). (7) The miRNA is hsa-miR-548a-5p with sequence AAAAGUAAUUGCGAGUUUUACC. The protein sequence of the target gene is MKPSHSSCEAAPLLPNMAETHYAPLSSAFPFVTSYQTGSSRLPEVSRSTERALREGKLLELVYGIKETVATLSQIPVSIFVTGDSGNGMSSFINALRVIGHDEDASAPTGVVRTTKTRTEYSSSHFPNVVLWDLPGLGATAQTVEDYVEEMKFSTCDLFIIIASEQFSSNHVKLSKIIQSMGKRFYIVWTKLDRDLSTSVLSEVRLLQNIQENIRENLQKEKVKYPPVFLVSSLDPLLYDFPKLRDTLHKDLSNIRCCEPLKTLYGTYEKIVGDKVAVWKQRIANESLKNSLGVRDDDNM.... Result: 0 (no interaction).